The task is: Predict the product of the given reaction.. This data is from Forward reaction prediction with 1.9M reactions from USPTO patents (1976-2016). (1) Given the reactants COC1C=CC(C[NH:8][C:9]([C:11]2[C:15]([NH:16][C:17]([NH2:19])=[O:18])=[CH:14][N:13]([C:20]3[CH:25]=[CH:24][CH:23]=[C:22]([OH:26])[CH:21]=3)[N:12]=2)=[O:10])=CC=1, predict the reaction product. The product is: [OH:26][C:22]1[CH:21]=[C:20]([N:13]2[CH:14]=[C:15]([NH:16][C:17]([NH2:19])=[O:18])[C:11]([C:9]([NH2:8])=[O:10])=[N:12]2)[CH:25]=[CH:24][CH:23]=1. (2) Given the reactants F[C:2]1[CH:10]=[CH:9][C:8]([N+:11]([O-:13])=[O:12])=[CH:7][C:3]=1[C:4]([OH:6])=[O:5].[Cl:14][C:15]1[CH:16]=[C:17]([CH2:22][CH2:23][CH2:24][CH2:25][C:26]2[CH:31]=[CH:30][C:29]([NH2:32])=[CH:28][CH:27]=2)[CH:18]=[CH:19][C:20]=1[Cl:21].CCN(CC)CC, predict the reaction product. The product is: [Cl:14][C:15]1[CH:16]=[C:17]([CH2:22][CH2:23][CH2:24][CH2:25][C:26]2[CH:27]=[CH:28][C:29]([NH:32][C:2]3[CH:10]=[CH:9][C:8]([N+:11]([O-:13])=[O:12])=[CH:7][C:3]=3[C:4]([OH:6])=[O:5])=[CH:30][CH:31]=2)[CH:18]=[CH:19][C:20]=1[Cl:21]. (3) Given the reactants [CH:1]([NH:5][C:6]([CH:8]=[CH:9][C:10]([O:12][CH3:13])=[O:11])=[O:7])([CH2:3][CH3:4])[CH3:2].[NH2:14][CH2:15][CH2:16][CH2:17][CH2:18][CH2:19][CH2:20][OH:21], predict the reaction product. The product is: [CH:1]([NH:5][C:6]([CH2:8][CH:9]([NH:14][CH2:15][CH2:16][CH2:17][CH2:18][CH2:19][CH2:20][OH:21])[C:10]([O:12][CH3:13])=[O:11])=[O:7])([CH2:3][CH3:4])[CH3:2]. (4) Given the reactants [F:1][C:2]1[CH:7]=[CH:6][C:5]([NH:8][C:9](=O)[C:10]2[CH:15]=[CH:14][C:13]([N:16]3[CH2:21][CH2:20][N:19]([CH3:22])[CH2:18][CH2:17]3)=[CH:12][CH:11]=2)=[CH:4][CH:3]=1.[H-].COCCO[Al+]OCCOC.[Na+].[H-].[OH-].[Na+].ClCCl, predict the reaction product. The product is: [F:1][C:2]1[CH:3]=[CH:4][C:5]([NH:8][CH2:9][C:10]2[CH:15]=[CH:14][C:13]([N:16]3[CH2:21][CH2:20][N:19]([CH3:22])[CH2:18][CH2:17]3)=[CH:12][CH:11]=2)=[CH:6][CH:7]=1. (5) The product is: [CH:3]1([C@H:6]2[N:10]([C:11]([O:13][C:14]([CH3:15])([CH3:16])[CH3:17])=[O:12])[CH:9]([CH2:18][OH:19])[CH:8]([OH:22])[CH2:7]2)[CH2:4][CH2:5]1. Given the reactants [Li+].[BH4-].[CH:3]1([C@H:6]2[N:10]([C:11]([O:13][C:14]([CH3:17])([CH3:16])[CH3:15])=[O:12])[CH:9]([C:18](OC)=[O:19])[C:8](=[O:22])[CH2:7]2)[CH2:5][CH2:4]1, predict the reaction product.